Predict the reactants needed to synthesize the given product. From a dataset of Full USPTO retrosynthesis dataset with 1.9M reactions from patents (1976-2016). (1) Given the product [Br:1][C:2]1[C:6]2[CH2:7][N:8]([C:11](=[O:12])[CH3:23])[CH2:9][CH2:10][C:5]=2[N:4]([CH2:18][CH:19]2[CH2:21][CH2:20]2)[N:3]=1, predict the reactants needed to synthesize it. The reactants are: [Br:1][C:2]1[C:6]2[CH2:7][N:8]([C:11](OC(C)(C)C)=[O:12])[CH2:9][CH2:10][C:5]=2[N:4]([CH2:18][CH:19]2[CH2:21][CH2:20]2)[N:3]=1.F[C:23](F)(F)C(O)=O.C(OC(=O)C)(=O)C. (2) The reactants are: C([O:8][C:9]1[CH:14]=[C:13]([O:15]CC2C=CC=CC=2)[C:12]([CH:23]([CH3:25])[CH3:24])=[CH:11][C:10]=1[C:26]1[N:27]([C:32]2[CH:33]=[C:34]3[C:38](=[CH:39][CH:40]=2)[CH2:37][C:36]2([O:44][CH2:43][CH2:42][O:41]2)[CH2:35]3)[C:28]([OH:31])=[N:29][N:30]=1)C1C=CC=CC=1. Given the product [CH2:37]1[C:38]2[C:34](=[CH:33][C:32]([N:27]3[C:28]([OH:31])=[N:29][N:30]=[C:26]3[C:10]3[CH:11]=[C:12]([CH:23]([CH3:25])[CH3:24])[C:13]([OH:15])=[CH:14][C:9]=3[OH:8])=[CH:40][CH:39]=2)[CH2:35][C:36]21[O:41][CH2:42][CH2:43][O:44]2, predict the reactants needed to synthesize it. (3) The reactants are: [NH2:1][C:2]1[CH:3]=[C:4]([NH:18][C:19](=[O:22])[O:20][CH3:21])[CH:5]=[CH:6][C:7]=1[NH:8][CH2:9][CH:10]1[CH2:15][CH2:14][C:13]([F:17])([F:16])[CH2:12][CH2:11]1.[CH3:23][C:24]([CH3:29])([CH3:28])[C:25](Cl)=O. Given the product [C:24]([C:29]1[N:8]([CH2:9][CH:10]2[CH2:15][CH2:14][C:13]([F:17])([F:16])[CH2:12][CH2:11]2)[C:7]2[CH:6]=[CH:5][C:4]([NH:18][C:19](=[O:22])[O:20][CH3:21])=[CH:3][C:2]=2[N:1]=1)([CH3:28])([CH3:25])[CH3:23], predict the reactants needed to synthesize it. (4) Given the product [O:20]=[C:17]1[C:8]2[CH:9]=[CH:10][CH:11]=[C:12]3[O:13][C:14]4[CH:15]=[CH:16][C:3]([CH2:2][O:1][P:21](=[O:22])([O:31][CH2:32][C:33]5[CH:38]=[CH:37][CH:36]=[CH:35][CH:34]=5)[O:23][CH2:24][C:25]5[CH:30]=[CH:29][CH:28]=[CH:27][CH:26]=5)=[CH:4][C:5]=4[C:6]([C:7]=23)=[N:19][NH:18]1, predict the reactants needed to synthesize it. The reactants are: [OH:1][CH2:2][C:3]1[CH:16]=[CH:15][C:14]2[O:13][C:12]3[C:7]4=[C:8]([C:17](=[O:20])[NH:18][N:19]=[C:6]4[C:5]=2[CH:4]=1)[CH:9]=[CH:10][CH:11]=3.[P:21]([O-])([O:31][CH2:32][C:33]1[CH:38]=[CH:37][CH:36]=[CH:35][CH:34]=1)([O:23][CH2:24][C:25]1[CH:30]=[CH:29][CH:28]=[CH:27][CH:26]=1)=[O:22].C1(P(C2C=CC=CC=2)C2C=CC=CC=2)C=CC=CC=1.N(C(OC(C)C)=O)=NC(OC(C)C)=O.